This data is from Full USPTO retrosynthesis dataset with 1.9M reactions from patents (1976-2016). The task is: Predict the reactants needed to synthesize the given product. (1) The reactants are: [C:1]([O:5][C:6](=[O:17])[NH:7][C:8]1[C:13]([CH2:14]Br)=[CH:12][CH:11]=[C:10]([Cl:16])[N:9]=1)([CH3:4])([CH3:3])[CH3:2].[F:18][C:19]1[C:24]([F:25])=[CH:23][CH:22]=[CH:21][C:20]=1[C:26]1[N:34]=[C:29]2[CH:30]=[N:31][NH:32][CH:33]=[C:28]2[N:27]=1. Given the product [C:1]([O:5][C:6](=[O:17])[NH:7][C:8]1[C:13]([CH2:14][N:31]2[CH:30]=[C:29]3[N:34]=[C:26]([C:20]4[CH:21]=[CH:22][CH:23]=[C:24]([F:25])[C:19]=4[F:18])[N:27]=[C:28]3[CH:33]=[N:32]2)=[CH:12][CH:11]=[C:10]([Cl:16])[N:9]=1)([CH3:4])([CH3:3])[CH3:2], predict the reactants needed to synthesize it. (2) Given the product [F:8][C:6]1[CH:5]=[CH:4][C:3]([C:9]2[N:14]=[CH:13][N:12]=[C:11]([NH:15][C:16]3[CH:21]=[CH:20][CH:19]=[C:18]([CH2:22][S:23]([CH3:26])(=[O:25])=[O:24])[CH:17]=3)[N:10]=2)=[C:2]([O:32][CH2:27][CH2:28][CH2:29][CH2:30][CH3:31])[CH:7]=1, predict the reactants needed to synthesize it. The reactants are: F[C:2]1[CH:7]=[C:6]([F:8])[CH:5]=[CH:4][C:3]=1[C:9]1[N:14]=[CH:13][N:12]=[C:11]([NH:15][C:16]2[CH:21]=[CH:20][CH:19]=[C:18]([CH2:22][S:23]([CH3:26])(=[O:25])=[O:24])[CH:17]=2)[N:10]=1.[CH2:27]([OH:32])[CH2:28][CH2:29][CH2:30][CH3:31]. (3) Given the product [Cl:1][C:2]1[CH:7]=[CH:6][CH:5]=[CH:4][C:3]=1[C:8]1[CH:13]=[CH:12][C:11]([C:14]([OH:16])=[O:15])=[C:10]([CH2:18][N:19]2[C:23](=[O:24])[N:22]([CH2:25][CH:26]([OH:31])[C:27]([F:28])([F:29])[F:30])[C:21]([C:32]3[CH:33]=[CH:34][C:35]([Cl:38])=[CH:36][CH:37]=3)=[N:20]2)[CH:9]=1, predict the reactants needed to synthesize it. The reactants are: [Cl:1][C:2]1[CH:7]=[CH:6][CH:5]=[CH:4][C:3]=1[C:8]1[CH:13]=[CH:12][C:11]([C:14]([O:16]C)=[O:15])=[C:10]([CH2:18][N:19]2[C:23](=[O:24])[N:22]([CH2:25][CH:26]([OH:31])[C:27]([F:30])([F:29])[F:28])[C:21]([C:32]3[CH:37]=[CH:36][C:35]([Cl:38])=[CH:34][CH:33]=3)=[N:20]2)[CH:9]=1.[OH-].[Li+]. (4) Given the product [Cl:1][C:2]1[CH:7]=[CH:6][C:5]([Cl:8])=[CH:4][C:3]=1[C@H:9]1[CH2:14][N:13]([S:15]([C:18]2[S:19][CH:20]=[CH:21][CH:22]=2)(=[O:16])=[O:17])[CH2:12][CH2:11][N:10]1[C:23]1[CH:28]=[CH:27][C:26]([C@@:29]([OH:35])([CH3:34])[C:30]([F:32])([F:31])[F:33])=[CH:25][CH:24]=1, predict the reactants needed to synthesize it. The reactants are: [Cl:1][C:2]1[CH:7]=[CH:6][C:5]([Cl:8])=[CH:4][C:3]=1[C@@H:9]1[CH2:14][N:13]([S:15]([C:18]2[S:19][CH:20]=[CH:21][CH:22]=2)(=[O:17])=[O:16])[CH2:12][CH2:11][N:10]1[C:23]1[CH:28]=[CH:27][C:26]([C@@:29]([OH:35])([CH3:34])[C:30]([F:33])([F:32])[F:31])=[CH:25][CH:24]=1.ClC1C=CC(Cl)=CC=1[C@H]1CN(S(C2SC=CC=2)(=O)=O)CCN1C1C=CC([C@](O)(C)C(F)(F)F)=CC=1.ClC1C=CC(Cl)=CC=1[C@@H]1CN(S(C2SC=CC=2)(=O)=O)CCN1C1C=CC([C@](O)(C)C(F)(F)F)=CC=1.C1N=C(N)C2N=CN([C@@H]3O[C@H](COP(OP(OC[C@H]4O[C@@H](N5C=C(C(N)=O)CC=C5)[C@H](O)[C@@H]4O)(O)=O)(O)=O)[C@@H](O)[C@H]3OP(O)(O)=O)C=2N=1. (5) Given the product [F:1][C:2]1[CH:9]=[CH:8][CH:7]=[C:6]([F:10])[C:3]=1[CH2:4][NH:11][C:12]1[CH:13]=[C:14]2[C:18]3=[C:19]([CH2:21][S:22][CH2:23][CH2:24][N:17]3[C@H:16]3[CH2:25][CH2:26][NH:27][CH2:28][C@@H:15]23)[CH:20]=1, predict the reactants needed to synthesize it. The reactants are: [F:1][C:2]1[CH:9]=[CH:8][CH:7]=[C:6]([F:10])[C:3]=1[CH:4]=O.[NH2:11][C:12]1[CH:13]=[C:14]2[C:18]3=[C:19]([CH2:21][S:22][CH2:23][CH2:24][N:17]3[C@H:16]3[CH2:25][CH2:26][N:27](C(OC(C)(C)C)=O)[CH2:28][C@@H:15]23)[CH:20]=1.